This data is from Full USPTO retrosynthesis dataset with 1.9M reactions from patents (1976-2016). The task is: Predict the reactants needed to synthesize the given product. (1) Given the product [Cl:1][C:2]1[C:3]([CH2:12][O:13][CH:14]2[CH2:15][CH2:16][C:17]([F:21])([F:20])[CH2:18][CH2:19]2)=[CH:4][C:5]2[O:9][N:8]=[C:7]([NH:10][S:23]([CH3:22])(=[O:25])=[O:24])[C:6]=2[CH:11]=1, predict the reactants needed to synthesize it. The reactants are: [Cl:1][C:2]1[C:3]([CH2:12][O:13][CH:14]2[CH2:19][CH2:18][C:17]([F:21])([F:20])[CH2:16][CH2:15]2)=[CH:4][C:5]2[O:9][N:8]=[C:7]([NH2:10])[C:6]=2[CH:11]=1.[CH3:22][S:23](Cl)(=[O:25])=[O:24].C(N(CC)CC)C. (2) Given the product [C:49]([N:4]1[CH2:5][CH2:6][C@H:7]([O:8][C:9]2[CH:16]=[CH:15][C:14]([C:17]3[N:22]=[C:21]([NH:23][C:24]4[CH:29]=[CH:28][C:27]([N:30]5[CH2:31][CH2:32][N:33]([CH:36]6[CH2:39][O:38][CH2:37]6)[CH2:34][CH2:35]5)=[CH:26][CH:25]=4)[N:20]=[CH:19][N:18]=3)=[CH:13][C:10]=2[C:11]#[N:12])[C@H:2]([F:1])[CH2:3]1)(=[O:51])[CH3:50], predict the reactants needed to synthesize it. The reactants are: [F:1][C@H:2]1[C@@H:7]([O:8][C:9]2[CH:16]=[CH:15][C:14]([C:17]3[N:22]=[C:21]([NH:23][C:24]4[CH:29]=[CH:28][C:27]([N:30]5[CH2:35][CH2:34][N:33]([CH:36]6[CH2:39][O:38][CH2:37]6)[CH2:32][CH2:31]5)=[CH:26][CH:25]=4)[N:20]=[CH:19][N:18]=3)=[CH:13][C:10]=2[C:11]#[N:12])[CH2:6][CH2:5][NH:4][CH2:3]1.C(N(CC)C(C)C)(C)C.[C:49](Cl)(=[O:51])[CH3:50]. (3) Given the product [Cl:1][C:2]1[CH:7]=[CH:6][CH:5]=[CH:4][C:3]=1[N:8]1[C:17](=[O:18])[C:16]2[C:11](=[N:12][C:13]([NH:25][C:26]3[CH:38]=[CH:37][C:29]([C:30]([OH:32])=[O:31])=[CH:28][CH:27]=3)=[N:14][CH:15]=2)[N:10]2[CH:22]=[CH:23][N:24]=[C:9]12.[ClH:39], predict the reactants needed to synthesize it. The reactants are: [Cl:1][C:2]1[CH:7]=[CH:6][CH:5]=[CH:4][C:3]=1[N:8]1[C:17](=[O:18])[C:16]2[C:11](=[N:12][C:13](S(C)=O)=[N:14][CH:15]=2)[N:10]2[CH:22]=[CH:23][N:24]=[C:9]12.[NH2:25][C:26]1[CH:38]=[CH:37][C:29]([C:30]([O:32]C(C)(C)C)=[O:31])=[CH:28][CH:27]=1.[ClH:39]. (4) Given the product [Br:1][C:2]1[C:3]2[C:14]3[C:9](=[CH:10][CH:11]=[C:12]([Cl:15])[CH:13]=3)[CH:8]=[CH:7][C:4]=2[S:5][C:6]=1[Cl:17], predict the reactants needed to synthesize it. The reactants are: [Br:1][C:2]1[C:3]2[C:14]3[C:9](=[CH:10][CH:11]=[C:12]([Cl:15])[CH:13]=3)[CH:8]=[CH:7][C:4]=2[S:5][CH:6]=1.O.[Cl:17]N1C(=O)CCC1=O. (5) Given the product [NH2:14][C:15]1[CH:20]=[CH:19][CH:18]=[CH:17][C:16]=1[O:21][C:11]1[CH:4]=[C:5]([C:12]#[N:13])[C:6](=[CH:9][CH:10]=1)[C:7]#[N:8], predict the reactants needed to synthesize it. The reactants are: [N+]([C:4]1[CH:11]=[CH:10][CH:9]=[C:6]([C:7]#[N:8])[C:5]=1[C:12]#[N:13])([O-])=O.[NH2:14][C:15]1[CH:20]=[CH:19][CH:18]=[CH:17][C:16]=1[OH:21].C(=O)([O-])[O-].[K+].[K+].O. (6) Given the product [CH:19]([C:17]1[N:18]=[C:14]([CH2:13][OH:12])[NH:15][CH:16]=1)([CH3:21])[CH3:20], predict the reactants needed to synthesize it. The reactants are: Cl.C(O)C.C([O:12][CH2:13][C:14]1[NH:15][CH:16]=[C:17]([CH:19]([CH3:21])[CH3:20])[N:18]=1)C1C=CC=CC=1. (7) The reactants are: C[Si](C)(C)[N-][Si](C)(C)C.[Li+].[F:11][CH:12]1[C:21](=[O:22])[C:20]2[CH:19]=[C:18]([C:23]([O:25][CH3:26])=[O:24])[CH:17]=[CH:16][C:15]=2[CH2:14][CH2:13]1.C1COCC1.[C:32](Cl)(=[O:36])[O:33][CH2:34][CH3:35]. Given the product [CH2:34]([O:33][C:32]([O:22][C:21]1[C:20]2[CH:19]=[C:18]([C:23]([O:25][CH3:26])=[O:24])[CH:17]=[CH:16][C:15]=2[CH2:14][CH2:13][C:12]=1[F:11])=[O:36])[CH3:35], predict the reactants needed to synthesize it.